This data is from Peptide-MHC class I binding affinity with 185,985 pairs from IEDB/IMGT. The task is: Regression. Given a peptide amino acid sequence and an MHC pseudo amino acid sequence, predict their binding affinity value. This is MHC class I binding data. (1) The peptide sequence is WPDVFSVSV. The MHC is HLA-B39:01 with pseudo-sequence HLA-B39:01. The binding affinity (normalized) is 0.872. (2) The peptide sequence is VDYLELDTI. The MHC is Patr-B2401 with pseudo-sequence Patr-B2401. The binding affinity (normalized) is 0.800. (3) The peptide sequence is TPYDINQML. The MHC is HLA-B15:01 with pseudo-sequence HLA-B15:01. The binding affinity (normalized) is 0. (4) The peptide sequence is IPAPGLGAL. The MHC is HLA-B07:02 with pseudo-sequence HLA-B07:02. The binding affinity (normalized) is 0.834. (5) The peptide sequence is NLRCHSAHV. The MHC is HLA-A02:06 with pseudo-sequence HLA-A02:06. The binding affinity (normalized) is 0.169. (6) The peptide sequence is STMSLVMAWR. The MHC is HLA-A33:01 with pseudo-sequence HLA-A33:01. The binding affinity (normalized) is 0.793. (7) The peptide sequence is FLRDNRAVL. The MHC is HLA-B38:01 with pseudo-sequence HLA-B38:01. The binding affinity (normalized) is 0.0847. (8) The peptide sequence is FQQQNGQFI. The MHC is H-2-Kb with pseudo-sequence H-2-Kb. The binding affinity (normalized) is 0.0504. (9) The peptide sequence is IEFIEVVRL. The MHC is HLA-A26:02 with pseudo-sequence HLA-A26:02. The binding affinity (normalized) is 0.0847.